Task: Predict which catalyst facilitates the given reaction.. Dataset: Catalyst prediction with 721,799 reactions and 888 catalyst types from USPTO Reactant: [CH:1]([CH:3]1[CH2:8][CH2:7][N:6]([C:9]([O:11][C:12]([CH3:15])([CH3:14])[CH3:13])=[O:10])[CH2:5][CH2:4]1)=O.[BH-](OC(C)=O)(OC(C)=O)OC(C)=O.[Na+].CC(O)=O.[NH:34]1[CH2:39][CH2:38][CH2:37][CH2:36][CH2:35]1. Product: [N:34]1([CH2:1][CH:3]2[CH2:8][CH2:7][N:6]([C:9]([O:11][C:12]([CH3:15])([CH3:14])[CH3:13])=[O:10])[CH2:5][CH2:4]2)[CH2:39][CH2:38][CH2:37][CH2:36][CH2:35]1. The catalyst class is: 2.